From a dataset of Full USPTO retrosynthesis dataset with 1.9M reactions from patents (1976-2016). Predict the reactants needed to synthesize the given product. (1) Given the product [CH3:1][C:2]([CH3:25])([CH3:24])[C:3]#[C:4][C:5]1[S:9][C:8]([C:10]([O:12][CH3:13])=[O:11])=[C:7]([N:14]([CH2:15][C:16]([N:18]2[CH2:23][CH2:22][O:21][CH2:20][CH2:19]2)=[O:17])[C:36]([C@@H:34]2[CH2:33][CH2:32][C@@H:31]([CH3:39])[CH:30]([O:29][C:26](=[O:28])[CH3:27])[CH2:35]2)=[O:37])[CH:6]=1, predict the reactants needed to synthesize it. The reactants are: [CH3:1][C:2]([CH3:25])([CH3:24])[C:3]#[C:4][C:5]1[S:9][C:8]([C:10]([O:12][CH3:13])=[O:11])=[C:7]([NH:14][CH2:15][C:16]([N:18]2[CH2:23][CH2:22][O:21][CH2:20][CH2:19]2)=[O:17])[CH:6]=1.[C:26]([O:29][CH:30]1[CH2:35][C@H:34]([C:36](Cl)=[O:37])[CH2:33][CH2:32][C@H:31]1[CH3:39])(=[O:28])[CH3:27].N1C=CC=CC=1.O. (2) Given the product [O:1]1[C:6]2[CH:7]=[CH:8][C:9]([CH2:11][C@@H:12]([OH:16])[C:13]([OH:15])=[O:14])=[CH:10][C:5]=2[O:4][CH2:3][CH2:2]1, predict the reactants needed to synthesize it. The reactants are: [O:1]1[C:6]2[CH:7]=[CH:8][C:9]([CH2:11][C:12](=[O:16])[C:13]([OH:15])=[O:14])=[CH:10][C:5]=2[O:4][CH2:3][CH2:2]1.C(N(CC)CC)C. (3) The reactants are: [Cl:1][C:2]1[CH:3]=[N:4][CH:5]=[C:6](Cl)[C:7]=1[CH:8]=[O:9].O.[SH-:12].[Na+].[BH4-].[Na+]. Given the product [Cl:1][C:2]1[CH:3]=[N:4][CH:5]=[C:6]([SH:12])[C:7]=1[CH2:8][OH:9], predict the reactants needed to synthesize it. (4) The reactants are: [CH:1]([C:4]1[CH:9]=[C:8]([CH:10]([CH3:12])[CH3:11])[C:7]([S:13]([C:16]2[CH:21]=[CH:20][CH:19]=[CH:18][CH:17]=2)(=[O:15])=[O:14])=[CH:6][C:5]=1[S:22](Cl)(=[O:24])=[O:23])([CH3:3])[CH3:2].[CH2:26]([NH2:34])[CH2:27][C:28]1[CH:33]=[CH:32][CH:31]=[CH:30][CH:29]=1. Given the product [CH:1]([C:4]1[CH:9]=[C:8]([CH:10]([CH3:12])[CH3:11])[C:7]([S:13]([C:16]2[CH:21]=[CH:20][CH:19]=[CH:18][CH:17]=2)(=[O:15])=[O:14])=[CH:6][C:5]=1[S:22]([NH:34][CH2:26][CH2:27][C:28]1[CH:33]=[CH:32][CH:31]=[CH:30][CH:29]=1)(=[O:24])=[O:23])([CH3:3])[CH3:2], predict the reactants needed to synthesize it. (5) Given the product [Cl:19][C:20]1[C:21]([CH2:25][O:26][CH3:27])=[N:22][NH:23][C:24]=1[C:16]1[C:17]([CH3:18])=[CH:8][C:9]([CH3:28])=[C:10]([CH:15]=1)[C:11]([O:13][CH3:14])=[O:12], predict the reactants needed to synthesize it. The reactants are: COC1C=NNC=1[C:8]1[CH:9]=[C:10]([CH:15]=[CH:16][C:17]=1[CH3:18])[C:11]([O:13][CH3:14])=[O:12].[Cl:19][C:20]1[C:21]([CH2:25][O:26][CH3:27])=[N:22][NH:23][CH:24]=1.[CH3:28]OC1C=NNC=1. (6) Given the product [CH3:1][O:2][C:3]([C:4]1[CH:5]=[C:6]([C:8]2[CH:13]=[N:12][CH:11]=[CH:10][N:9]=2)[N:23]([C:20]2[N:19]=[N:18][C:17]([Cl:16])=[CH:22][CH:21]=2)[N:24]=1)=[O:15], predict the reactants needed to synthesize it. The reactants are: [CH3:1][O:2][C:3](=[O:15])[C:4](=O)[CH2:5][C:6]([C:8]1[CH:13]=[N:12][CH:11]=[CH:10][N:9]=1)=O.[Cl:16][C:17]1[N:18]=[N:19][C:20]([NH:23][NH2:24])=[CH:21][CH:22]=1.Cl.C(=O)([O-])O.[Na+].